From a dataset of Reaction yield outcomes from USPTO patents with 853,638 reactions. Predict the reaction yield, written as a fraction of the theoretical maximum amount of product (1.0 means a 100% yield; for example, 0.34 means a 34% yield). (1) The reactants are [Cl:1][C:2]1[N:10]=[C:9](Cl)[CH:8]=[CH:7][C:3]=1[C:4]([OH:6])=[O:5].[CH3:12][C:13](C)([O-:15])[CH3:14].[K+]. The catalyst is CC(O)C. The product is [Cl:1][C:2]1[N:10]=[C:9]([O:15][CH:13]([CH3:14])[CH3:12])[CH:8]=[CH:7][C:3]=1[C:4]([OH:6])=[O:5]. The yield is 0.200. (2) The yield is 0.950. The reactants are [N+:1]([C:4]1[CH:9]=[CH:8][C:7](SC)=[CH:6][CH:5]=1)([O-:3])=[O:2].Cl[C:13]1C=C(C=CC=1)C(OO)=O.C(OCC)(=O)C.[S:29](=[O:32])(O)[O-:30].[Na+]. The catalyst is C(Cl)(Cl)Cl. The product is [CH3:13][S:29]([C:7]1[CH:8]=[CH:9][C:4]([N+:1]([O-:3])=[O:2])=[CH:5][CH:6]=1)(=[O:32])=[O:30]. (3) The reactants are [N+:1]([C:4]1[CH:9]=[CH:8][C:7]([C:10]2[O:11][CH2:12][CH:13]([C:15]([O:17][CH3:18])=[O:16])[N:14]=2)=[CH:6][CH:5]=1)([O-:3])=[O:2].BrN1C(=O)CCC1=O.C(OCC)(=O)C.ClCCl. The catalyst is C1C=CC=CC=1. The product is [N+:1]([C:4]1[CH:5]=[CH:6][C:7]([C:10]2[O:11][CH:12]=[C:13]([C:15]([O:17][CH3:18])=[O:16])[N:14]=2)=[CH:8][CH:9]=1)([O-:3])=[O:2]. The yield is 0.670. (4) The reactants are [NH2:1][CH:2]1[CH2:7][CH2:6][CH:5]([OH:8])[CH2:4][CH2:3]1.Cl[C:10]([O:12][CH2:13][C:14]1[CH:19]=[CH:18][CH:17]=[CH:16][CH:15]=1)=[O:11].[OH-].[Na+]. The catalyst is C1COCC1.O. The product is [OH:8][CH:5]1[CH2:6][CH2:7][CH:2]([NH:1][C:10](=[O:11])[O:12][CH2:13][C:14]2[CH:19]=[CH:18][CH:17]=[CH:16][CH:15]=2)[CH2:3][CH2:4]1. The yield is 0.780. (5) The reactants are [N:1]1[CH:6]=[CH:5][CH:4]=[CH:3][C:2]=1[C:7]1[N:11]=[C:10]([C:12]2[CH:17]=[C:16](Br)[CH:15]=[CH:14][C:13]=2[O:19][CH3:20])[O:9][N:8]=1.B1([C:27]2[CH:32]=[CH:31][CH:30]=[N:29][CH:28]=2)OCCCO1.C(=O)([O-])[O-].[Na+].[Na+]. The catalyst is C1C=CC([P]([Pd]([P](C2C=CC=CC=2)(C2C=CC=CC=2)C2C=CC=CC=2)([P](C2C=CC=CC=2)(C2C=CC=CC=2)C2C=CC=CC=2)[P](C2C=CC=CC=2)(C2C=CC=CC=2)C2C=CC=CC=2)(C2C=CC=CC=2)C2C=CC=CC=2)=CC=1.COCCOC. The product is [N:1]1[CH:6]=[CH:5][CH:4]=[CH:3][C:2]=1[C:7]1[N:11]=[C:10]([C:12]2[CH:17]=[C:16]([C:27]3[CH:28]=[N:29][CH:30]=[CH:31][CH:32]=3)[CH:15]=[CH:14][C:13]=2[O:19][CH3:20])[O:9][N:8]=1. The yield is 0.320.